Task: Predict the product of the given reaction.. Dataset: Forward reaction prediction with 1.9M reactions from USPTO patents (1976-2016) (1) Given the reactants [NH2:1][C:2]1[C:3]([Cl:11])=[C:4]([CH:7]=[CH:8][C:9]=1[Cl:10])[CH2:5][NH2:6].[F:12][C:13]([F:21])([F:20])[C:14]1([C:17](O)=[O:18])[CH2:16][CH2:15]1.CN(C(ON1N=NC2C=CC=CC1=2)=[N+](C)C)C.[B-](F)(F)(F)F, predict the reaction product. The product is: [Cl:11][C:3]1[C:2]([NH2:1])=[C:9]([Cl:10])[CH:8]=[CH:7][C:4]=1[CH2:5][NH:6][C:17]([C:14]1([C:13]([F:21])([F:20])[F:12])[CH2:16][CH2:15]1)=[O:18]. (2) Given the reactants [NH2:1][C:2]1[N:7]=[C:6](Cl)[C:5]([CH2:9][C:10]([O:12]CC)=O)=[C:4]([Cl:15])[N:3]=1.[N:16]1[CH:21]=[CH:20][C:19]([CH2:22][NH2:23])=[CH:18][CH:17]=1.CCN(C(C)C)C(C)C, predict the reaction product. The product is: [NH2:1][C:2]1[N:3]=[C:4]([Cl:15])[C:5]2[CH2:9][C:10](=[O:12])[N:23]([CH2:22][C:19]3[CH:20]=[CH:21][N:16]=[CH:17][CH:18]=3)[C:6]=2[N:7]=1. (3) Given the reactants FC(F)(F)C(O)=O.[Br:8][C:9]1[CH:17]=[C:16]2[C:12]([CH2:13][C:14]3([CH2:34][NH:33][CH2:32]3)[C:15]2([NH:22][S:23]([CH2:26][CH2:27][Si:28]([CH3:31])([CH3:30])[CH3:29])(=[O:25])=[O:24])[C:18]([O:20][CH3:21])=[O:19])=[CH:11][CH:10]=1.Cl[C:36]1[N:41]=[CH:40][CH:39]=[CH:38][N:37]=1.CCN(CC)CC, predict the reaction product. The product is: [Br:8][C:9]1[CH:17]=[C:16]2[C:12]([CH2:13][C:14]3([CH2:34][N:33]([C:36]4[N:41]=[CH:40][CH:39]=[CH:38][N:37]=4)[CH2:32]3)[C:15]2([NH:22][S:23]([CH2:26][CH2:27][Si:28]([CH3:30])([CH3:29])[CH3:31])(=[O:25])=[O:24])[C:18]([O:20][CH3:21])=[O:19])=[CH:11][CH:10]=1.